From a dataset of Forward reaction prediction with 1.9M reactions from USPTO patents (1976-2016). Predict the product of the given reaction. (1) Given the reactants [Cl:1][C:2]1[C:3]([C:10]#[N:11])=[N:4][CH:5]=[C:6]([CH2:8]Cl)[CH:7]=1.[C-:12]#[N:13].[Na+], predict the reaction product. The product is: [Cl:1][C:2]1[C:3]([C:10]#[N:11])=[N:4][CH:5]=[C:6]([CH2:8][C:12]#[N:13])[CH:7]=1. (2) Given the reactants [CH3:1][O:2][C:3](=[O:22])[CH2:4][O:5][C:6]1[CH:11]=[CH:10][C:9]([CH2:12][NH:13][C:14]([O:16][C:17]([CH3:20])([CH3:19])[CH3:18])=[O:15])=[CH:8][C:7]=1Br.[N:23]1[CH:28]=[CH:27][C:26](B(O)O)=[CH:25][CH:24]=1.C([O-])([O-])=O.[Cs+].[Cs+].C(Cl)Cl, predict the reaction product. The product is: [CH3:1][O:2][C:3](=[O:22])[CH2:4][O:5][C:6]1[CH:11]=[CH:10][C:9]([CH2:12][NH:13][C:14]([O:16][C:17]([CH3:20])([CH3:19])[CH3:18])=[O:15])=[CH:8][C:7]=1[C:26]1[CH:27]=[CH:28][N:23]=[CH:24][CH:25]=1. (3) Given the reactants [CH3:1][N:2]([CH3:14])[S:3]([C:6]1[CH:11]=[CH:10][C:9]([Mg]Br)=[CH:8][CH:7]=1)(=[O:5])=[O:4].[CH3:15][O:16][C:17]1[CH:57]=[CH:56][C:20]([CH2:21][N:22]([CH2:47][C:48]2[CH:53]=[CH:52][C:51]([O:54][CH3:55])=[CH:50][CH:49]=2)[C:23]2[N:28]=[C:27]([CH3:29])[N:26]=[C:25]([C:30]3[C:31]([NH:38][C:39]4[CH:40]=[N:41][C:42]([O:45][CH3:46])=[CH:43][CH:44]=4)=[N:32][CH:33]=[C:34]([CH:37]=3)[CH:35]=[O:36])[N:24]=2)=[CH:19][CH:18]=1, predict the reaction product. The product is: [CH3:55][O:54][C:51]1[CH:50]=[CH:49][C:48]([CH2:47][N:22]([CH2:21][C:20]2[CH:19]=[CH:18][C:17]([O:16][CH3:15])=[CH:57][CH:56]=2)[C:23]2[N:28]=[C:27]([CH3:29])[N:26]=[C:25]([C:30]3[CH:37]=[C:34]([CH:35]([OH:36])[C:9]4[CH:10]=[CH:11][C:6]([S:3]([N:2]([CH3:14])[CH3:1])(=[O:5])=[O:4])=[CH:7][CH:8]=4)[CH:33]=[N:32][C:31]=3[NH:38][C:39]3[CH:40]=[N:41][C:42]([O:45][CH3:46])=[CH:43][CH:44]=3)[N:24]=2)=[CH:53][CH:52]=1. (4) Given the reactants [C:1]1(=[O:11])[C:9]2[C:4](=[CH:5][CH:6]=[CH:7][CH:8]=2)[C:3](=[O:10])[NH:2]1.C1(P(C2C=CC=CC=2)C2C=CC=CC=2)C=CC=CC=1.[C:31]1([C:37]2[C:46]3[C:41](=[CH:42][CH:43]=[CH:44][CH:45]=3)[N:40]=[CH:39][C:38]=2[CH:47](O)[CH3:48])[CH:36]=[CH:35][CH:34]=[CH:33][CH:32]=1.CC(OC(/N=N/C(OC(C)C)=O)=O)C, predict the reaction product. The product is: [C:31]1([C:37]2[C:46]3[C:41](=[CH:42][CH:43]=[CH:44][CH:45]=3)[N:40]=[CH:39][C:38]=2[CH:47]([N:2]2[C:3](=[O:10])[C:4]3[C:9](=[CH:8][CH:7]=[CH:6][CH:5]=3)[C:1]2=[O:11])[CH3:48])[CH:32]=[CH:33][CH:34]=[CH:35][CH:36]=1. (5) Given the reactants [CH2:1]([C:3]1[CH:10]=[CH:9][C:6]([CH2:7]Cl)=[CH:5][CH:4]=1)[CH3:2].[CH2:11]([N:18]1[C:26]2[C:21](=[CH:22][CH:23]=[C:24]([CH2:27][C:28]([OH:30])=[O:29])[CH:25]=2)[CH:20]=[CH:19]1)[C:12]1[CH:17]=[CH:16][CH:15]=[CH:14][CH:13]=1, predict the reaction product. The product is: [CH2:1]([C:3]1[CH:10]=[CH:9][C:6]([CH2:7][N:18]2[C:26]3[C:21](=[CH:22][CH:23]=[C:24]([CH2:27][C:28]([OH:30])=[O:29])[CH:25]=3)[CH:20]=[CH:19]2)=[CH:5][CH:4]=1)[CH3:2].[CH2:11]([N:18]1[C:26]2[C:21](=[CH:22][CH:23]=[C:24]([CH2:27][C:28]([OH:30])=[O:29])[CH:25]=2)[CH:20]=[CH:19]1)[C:12]1[CH:13]=[CH:14][CH:15]=[CH:16][CH:17]=1. (6) Given the reactants [CH:1]([O:4][C:5]1[CH:6]=[C:7]([OH:15])[CH:8]=[C:9]([O:11][CH:12]([CH3:14])[CH3:13])[CH:10]=1)([CH3:3])[CH3:2].C(N(CC)C(C)C)(C)C.[F:25][C:26]([F:39])([F:38])[S:27](O[S:27]([C:26]([F:39])([F:38])[F:25])(=[O:29])=[O:28])(=[O:29])=[O:28], predict the reaction product. The product is: [F:25][C:26]([F:39])([F:38])[S:27]([O:15][C:7]1[CH:6]=[C:5]([O:4][CH:1]([CH3:3])[CH3:2])[CH:10]=[C:9]([O:11][CH:12]([CH3:14])[CH3:13])[CH:8]=1)(=[O:29])=[O:28]. (7) Given the reactants [Br:1][C:2]1[CH:7]=[CH:6][CH:5]=[C:4]([CH3:8])[C:3]=1[OH:9].C([O-])([O-])=O.[K+].[K+].[C:16]([C:18]1[CH:19]=[C:20]([S:25]([NH:28][C:29]2[S:33][N:32]=[CH:31][N:30]=2)(=[O:27])=[O:26])[CH:21]=[CH:22][C:23]=1F)#[N:17].Cl, predict the reaction product. The product is: [C:16]([C:18]1[CH:19]=[C:20]([S:25]([NH:28][C:29]2[S:33][N:32]=[CH:31][N:30]=2)(=[O:27])=[O:26])[CH:21]=[CH:22][C:23]=1[O:9][C:3]1[C:4]([CH3:8])=[CH:5][CH:6]=[CH:7][C:2]=1[Br:1])#[N:17].